Dataset: Catalyst prediction with 721,799 reactions and 888 catalyst types from USPTO. Task: Predict which catalyst facilitates the given reaction. (1) Reactant: [Br:1][C:2]1[CH:11]=[CH:10][C:9]2[C:4](=[CH:5][CH:6]=[CH:7][CH:8]=2)[CH:3]=1.[Cl-].[Al+3].[Cl-].[Cl-].[C:16](Cl)(=[O:18])[CH3:17]. Product: [C:16]([C:7]1[CH:6]=[CH:5][C:4]2[C:9](=[CH:10][CH:11]=[C:2]([Br:1])[CH:3]=2)[CH:8]=1)(=[O:18])[CH3:17]. The catalyst class is: 641. (2) Reactant: [CH2:1]([O:8][C:9]1[N:14]=[CH:13][N:12]=[C:11]([NH:15][C:16]([C:18]2[N:22]3[N:23]=[C:24]([Cl:28])[CH:25]=[C:26](Cl)[C:21]3=[N:20][CH:19]=2)=[O:17])[CH:10]=1)[C:2]1[CH:7]=[CH:6][CH:5]=[CH:4][CH:3]=1.C(O[C:54]1N=C[N:51]=[C:52](NC(C2N3[N:51]=[C:52](Cl)[CH:53]=[C:54](Br)C3=NC=2)=O)[CH:53]=1)C1C=CC=CC=1.C1(N)CC1.CCN(C(C)C)C(C)C. Product: [CH2:1]([O:8][C:9]1[N:14]=[CH:13][N:12]=[C:11]([NH:15][C:16]([C:18]2[N:22]3[N:23]=[C:24]([Cl:28])[CH:25]=[C:26]([NH:51][CH:52]4[CH2:54][CH2:53]4)[C:21]3=[N:20][CH:19]=2)=[O:17])[CH:10]=1)[C:2]1[CH:7]=[CH:6][CH:5]=[CH:4][CH:3]=1. The catalyst class is: 1. (3) Reactant: [CH3:1][O:2][C:3]1[C:8]([O:9][CH3:10])=[CH:7][CH:6]=[CH:5][N:4]=1.[Li]CCCC.CN([CH:19]=[O:20])C.[Cl-].[NH4+]. Product: [CH3:1][O:2][C:3]1[C:8]([O:9][CH3:10])=[C:7]([CH:19]=[O:20])[CH:6]=[CH:5][N:4]=1. The catalyst class is: 1. (4) The catalyst class is: 100. Product: [CH3:19][O:18][CH:15]([O:14][CH3:13])[C:17]1[CH:11]=[CH:12][C:5]([O:4][CH2:3][CH2:2][OH:1])=[CH:6][CH:7]=1. Reactant: [OH:1][CH2:2][CH2:3][O:4][C:5]1[CH:12]=[CH:11]C(C=O)=[CH:7][CH:6]=1.[CH3:13][O:14][C:15]([O:18][CH3:19])([CH3:17])C. (5) Reactant: [CH3:1][NH:2][CH2:3][CH2:4][CH:5]=[CH2:6].C(N(CC)CC)C.[C:14](Cl)(=[O:21])[C:15]1[CH:20]=[CH:19][CH:18]=[CH:17][CH:16]=1. Product: [CH3:1][N:2]([CH2:3][CH2:4][CH:5]=[CH2:6])[C:14](=[O:21])[C:15]1[CH:20]=[CH:19][CH:18]=[CH:17][CH:16]=1. The catalyst class is: 154. (6) Reactant: [OH:1][C:2]1[CH:9]=[CH:8][C:5]([C:6]#[N:7])=[CH:4][C:3]=1[O:10][CH3:11].Br[CH2:13][CH2:14][CH2:15][O:16][C:17]1[CH:18]=[C:19]2[C:23](=[CH:24][CH:25]=1)[C@H:22]([CH2:26][C:27]([O:29][CH2:30][CH3:31])=[O:28])[CH2:21][CH2:20]2.C([O-])([O-])=O.[Cs+].[Cs+]. Product: [C:6]([C:5]1[CH:8]=[CH:9][C:2]([O:1][CH2:13][CH2:14][CH2:15][O:16][C:17]2[CH:18]=[C:19]3[C:23](=[CH:24][CH:25]=2)[C@H:22]([CH2:26][C:27]([O:29][CH2:30][CH3:31])=[O:28])[CH2:21][CH2:20]3)=[C:3]([O:10][CH3:11])[CH:4]=1)#[N:7]. The catalyst class is: 18. (7) Reactant: C([N-]C(C)C)(C)C.[Li+].[N:9]1[CH:14]=[CH:13][CH:12]=[C:11]([CH3:15])[C:10]=1[CH3:16].C([O:19][CH:20]=[C:21]([C:27](OCC)=O)[C:22]([O:24][CH2:25][CH3:26])=[O:23])C.[Cl-].[NH4+]. Product: [CH3:15][C:11]1[C:10]2[N:9]([C:20](=[O:19])[C:21]([C:22]([O:24][CH2:25][CH3:26])=[O:23])=[CH:27][CH:16]=2)[CH:14]=[CH:13][CH:12]=1. The catalyst class is: 1. (8) Reactant: [F:1][C:2]1[C:11]([O:12]C)=[C:10]2[C:5]([C:6](=[O:14])[NH:7][CH:8]=[N:9]2)=[C:4]([C:15]2[CH:20]=[CH:19][C:18]([F:21])=[CH:17][CH:16]=2)[C:3]=1[C:22]1[CH:27]=[CH:26][C:25]([F:28])=[CH:24][CH:23]=1.B(Br)(Br)Br.CO. Product: [F:1][C:2]1[C:11]([OH:12])=[C:10]2[C:5]([C:6](=[O:14])[NH:7][CH:8]=[N:9]2)=[C:4]([C:15]2[CH:16]=[CH:17][C:18]([F:21])=[CH:19][CH:20]=2)[C:3]=1[C:22]1[CH:27]=[CH:26][C:25]([F:28])=[CH:24][CH:23]=1. The catalyst class is: 4. (9) Reactant: [F-].C([N+](CCCC)(CCCC)CCCC)CCC.[CH2:19]([CH:26]1[CH2:31][CH2:30][N:29]([CH2:32][CH:33]([O:48][Si](C(C)(C)C)(C)C)[CH2:34][NH:35][C:36]([C:38]2[CH:47]=[CH:46][C:41]3[NH:42][C:43](=[O:45])[O:44][C:40]=3[CH:39]=2)=[S:37])[CH2:28][CH2:27]1)[C:20]1[CH:25]=[CH:24][CH:23]=[CH:22][CH:21]=1. Product: [CH2:19]([CH:26]1[CH2:31][CH2:30][N:29]([CH2:32][CH:33]([OH:48])[CH2:34][NH:35][C:36]([C:38]2[CH:47]=[CH:46][C:41]3[NH:42][C:43](=[O:45])[O:44][C:40]=3[CH:39]=2)=[S:37])[CH2:28][CH2:27]1)[C:20]1[CH:21]=[CH:22][CH:23]=[CH:24][CH:25]=1. The catalyst class is: 49.